This data is from Catalyst prediction with 721,799 reactions and 888 catalyst types from USPTO. The task is: Predict which catalyst facilitates the given reaction. Reactant: [Br:1][C:2]1[CH:7]=[CH:6][C:5]([S:8](Cl)(=[O:10])=[O:9])=[CH:4][CH:3]=1.C(N(CC)CC)C.[NH2:19][C@H:20]([CH3:23])[CH2:21][OH:22]. Product: [Br:1][C:2]1[CH:7]=[CH:6][C:5]([S:8]([NH:19][C@@H:20]([CH3:23])[CH2:21][OH:22])(=[O:10])=[O:9])=[CH:4][CH:3]=1. The catalyst class is: 4.